Dataset: Reaction yield outcomes from USPTO patents with 853,638 reactions. Task: Predict the reaction yield, written as a fraction of the theoretical maximum amount of product (1.0 means a 100% yield; for example, 0.34 means a 34% yield). (1) The reactants are [C:1]([N:8]1[CH:12]=[CH:11][N:10]=[CH:9]1)(N1C=CN=C1)=[O:2].NC1[C:19]([OH:20])=[CH:18]C=CN=1. The catalyst is O1CCCC1. The product is [O:20]1[C:19]2[C:9](=[N:10][CH:11]=[CH:12][CH:18]=2)[NH:8][C:1]1=[O:2]. The yield is 0.790. (2) The reactants are [CH3:1][C:2]1[CH:3]=[C:4]([C:12]2[C:18]3[CH:19]=[C:20]4[O:25][CH2:24][O:23][C:21]4=[CH:22][C:17]=3[CH2:16][C@@H:15]([CH3:26])[N:14]([C:27](=[S:29])[NH2:28])[N:13]=2)[CH:5]=[C:6]([CH3:11])[C:7]=1[N+:8]([O-:10])=[O:9].[CH2:30](OC(OCC)CBr)[CH3:31]. No catalyst specified. The product is [CH3:11][C:6]1[CH:5]=[C:4]([C:12]2[C:18]3[CH:19]=[C:20]4[O:25][CH2:24][O:23][C:21]4=[CH:22][C:17]=3[CH2:16][C@@H:15]([CH3:26])[N:14]([C:27]3[S:29][CH:30]=[CH:31][N:28]=3)[N:13]=2)[CH:3]=[C:2]([CH3:1])[C:7]=1[N+:8]([O-:10])=[O:9]. The yield is 0.460.